This data is from NCI-60 drug combinations with 297,098 pairs across 59 cell lines. The task is: Regression. Given two drug SMILES strings and cell line genomic features, predict the synergy score measuring deviation from expected non-interaction effect. (1) Drug 1: CCN(CC)CCNC(=O)C1=C(NC(=C1C)C=C2C3=C(C=CC(=C3)F)NC2=O)C. Cell line: SF-539. Drug 2: C1=NC2=C(N1)C(=S)N=CN2. Synergy scores: CSS=43.1, Synergy_ZIP=4.95, Synergy_Bliss=6.88, Synergy_Loewe=-4.60, Synergy_HSA=5.03. (2) Drug 1: C1CCC(C1)C(CC#N)N2C=C(C=N2)C3=C4C=CNC4=NC=N3. Drug 2: CC1=C(C=C(C=C1)NC2=NC=CC(=N2)N(C)C3=CC4=NN(C(=C4C=C3)C)C)S(=O)(=O)N.Cl. Cell line: EKVX. Synergy scores: CSS=3.14, Synergy_ZIP=0.460, Synergy_Bliss=1.10, Synergy_Loewe=-3.76, Synergy_HSA=0.258. (3) Drug 1: CC12CCC3C(C1CCC2O)C(CC4=C3C=CC(=C4)O)CCCCCCCCCS(=O)CCCC(C(F)(F)F)(F)F. Drug 2: C1CN(P(=O)(OC1)NCCCl)CCCl. Cell line: T-47D. Synergy scores: CSS=-1.71, Synergy_ZIP=4.07, Synergy_Bliss=4.31, Synergy_Loewe=0.201, Synergy_HSA=-0.805. (4) Drug 1: CN1CCC(CC1)COC2=C(C=C3C(=C2)N=CN=C3NC4=C(C=C(C=C4)Br)F)OC. Drug 2: C1=NC2=C(N=C(N=C2N1C3C(C(C(O3)CO)O)F)Cl)N. Cell line: SK-MEL-2. Synergy scores: CSS=25.3, Synergy_ZIP=-3.09, Synergy_Bliss=-4.45, Synergy_Loewe=-30.5, Synergy_HSA=-5.71. (5) Drug 1: C1=NC2=C(N1)C(=S)N=C(N2)N. Drug 2: CC12CCC3C(C1CCC2O)C(CC4=C3C=CC(=C4)O)CCCCCCCCCS(=O)CCCC(C(F)(F)F)(F)F. Cell line: A549. Synergy scores: CSS=31.3, Synergy_ZIP=-3.10, Synergy_Bliss=-3.67, Synergy_Loewe=-12.6, Synergy_HSA=-2.79. (6) Drug 1: CC12CCC3C(C1CCC2=O)CC(=C)C4=CC(=O)C=CC34C. Drug 2: CNC(=O)C1=NC=CC(=C1)OC2=CC=C(C=C2)NC(=O)NC3=CC(=C(C=C3)Cl)C(F)(F)F. Cell line: HCT-15. Synergy scores: CSS=43.0, Synergy_ZIP=-5.60, Synergy_Bliss=-1.99, Synergy_Loewe=-3.97, Synergy_HSA=-1.28. (7) Drug 1: CS(=O)(=O)C1=CC(=C(C=C1)C(=O)NC2=CC(=C(C=C2)Cl)C3=CC=CC=N3)Cl. Drug 2: CN1C(=O)N2C=NC(=C2N=N1)C(=O)N. Cell line: COLO 205. Synergy scores: CSS=-4.27, Synergy_ZIP=4.70, Synergy_Bliss=7.29, Synergy_Loewe=-2.09, Synergy_HSA=-1.13. (8) Drug 1: CC1OCC2C(O1)C(C(C(O2)OC3C4COC(=O)C4C(C5=CC6=C(C=C35)OCO6)C7=CC(=C(C(=C7)OC)O)OC)O)O. Drug 2: CC1=C(N=C(N=C1N)C(CC(=O)N)NCC(C(=O)N)N)C(=O)NC(C(C2=CN=CN2)OC3C(C(C(C(O3)CO)O)O)OC4C(C(C(C(O4)CO)O)OC(=O)N)O)C(=O)NC(C)C(C(C)C(=O)NC(C(C)O)C(=O)NCCC5=NC(=CS5)C6=NC(=CS6)C(=O)NCCC[S+](C)C)O. Cell line: LOX IMVI. Synergy scores: CSS=31.0, Synergy_ZIP=-2.41, Synergy_Bliss=-1.43, Synergy_Loewe=0.737, Synergy_HSA=1.61.